From a dataset of Catalyst prediction with 721,799 reactions and 888 catalyst types from USPTO. Predict which catalyst facilitates the given reaction. (1) Reactant: [C:1]([N:5]1[C:14]2[C:9](=[CH:10][CH:11]=[CH:12][CH:13]=2)[CH2:8][CH2:7][CH:6]1[CH2:15][N:16]1[CH2:21][CH2:20][N:19]([C:22]2[CH:30]=[CH:29][CH:28]=[C:27]3[C:23]=2[CH:24]=[CH:25][NH:26]3)[CH2:18][CH2:17]1)(=[O:4])[CH:2]=[CH2:3].[C-:31]#[N:32].[Na+].O. Product: [C:31]([CH2:3][CH2:2][C:1]([N:5]1[C:14]2[C:9](=[CH:10][CH:11]=[CH:12][CH:13]=2)[CH2:8][CH2:7][CH:6]1[CH2:15][N:16]1[CH2:21][CH2:20][N:19]([C:22]2[CH:30]=[CH:29][CH:28]=[C:27]3[C:23]=2[CH:24]=[CH:25][NH:26]3)[CH2:18][CH2:17]1)=[O:4])#[N:32]. The catalyst class is: 60. (2) Product: [Cl:1][C:2]1[CH:3]=[CH:4][C:5]2[N:6]([CH:10]=[CH:11][N:8]=2)[N:7]=1. The catalyst class is: 51. Reactant: [Cl:1][C:2]1[N:7]=[N:6][C:5]([NH2:8])=[CH:4][CH:3]=1.Cl[CH2:10][CH:11]=O. (3) Reactant: [NH2:1][CH2:2][CH2:3][C:4]1[CH:9]=[CH:8][C:7]([OH:10])=[CH:6][CH:5]=1.[C:11]([CH2:13][C:14](OCC)=[O:15])#[N:12]. Product: [C:11]([CH2:13][C:14]([NH:1][CH2:2][CH2:3][C:4]1[CH:9]=[CH:8][C:7]([OH:10])=[CH:6][CH:5]=1)=[O:15])#[N:12]. The catalyst class is: 42.